From a dataset of Peptide-MHC class II binding affinity with 134,281 pairs from IEDB. Regression. Given a peptide amino acid sequence and an MHC pseudo amino acid sequence, predict their binding affinity value. This is MHC class II binding data. (1) The peptide sequence is RRGRIGRNPNRDGDS. The MHC is HLA-DQA10303-DQB10402 with pseudo-sequence HLA-DQA10303-DQB10402. The binding affinity (normalized) is 0. (2) The peptide sequence is PVQRHPRSLFPEFSE. The MHC is HLA-DPA10201-DPB10101 with pseudo-sequence HLA-DPA10201-DPB10101. The binding affinity (normalized) is 0.195. (3) The peptide sequence is DINASFRAAMATTAN. The MHC is HLA-DQA10104-DQB10503 with pseudo-sequence HLA-DQA10104-DQB10503. The binding affinity (normalized) is 0.572. (4) The peptide sequence is VSWIIRILIGLLVLW. The MHC is DRB1_1501 with pseudo-sequence DRB1_1501. The binding affinity (normalized) is 0.107. (5) The peptide sequence is DVCGMFTNRSGSQQWR. The MHC is HLA-DQA10102-DQB10502 with pseudo-sequence HLA-DQA10102-DQB10502. The binding affinity (normalized) is 0. (6) The peptide sequence is QLALHKMKSSDAREE. The MHC is DRB1_0901 with pseudo-sequence DRB1_0901. The binding affinity (normalized) is 0.606.